Predict which catalyst facilitates the given reaction. From a dataset of Catalyst prediction with 721,799 reactions and 888 catalyst types from USPTO. (1) Reactant: [Cl:1][C:2]1[C:10]([CH3:11])=[CH:9][CH:8]=[CH:7][C:3]=1[C:4](O)=[O:5].O. Product: [Cl:1][C:2]1[C:10]([CH3:11])=[CH:9][CH:8]=[CH:7][C:3]=1[CH2:4][OH:5]. The catalyst class is: 1. (2) Reactant: [CH3:1][N:2]1[C:10]2[C:5](=[CH:6][C:7]([CH3:11])=[CH:8][CH:9]=2)[C:4]([C:12]([N:14]2[CH2:19][CH2:18][N:17]([C:20]3[N:21]=[CH:22][C:23]([C:26](O)=[O:27])=[N:24][CH:25]=3)[CH2:16][CH2:15]2)=[O:13])=[C:3]1[C:29]1[CH:34]=[CH:33][CH:32]=[CH:31][CH:30]=1.[NH2:35][CH2:36][C:37]1[CH:42]=[CH:41][N:40]=[CH:39][CH:38]=1.Cl.OC1C2N=NNC=2C=CC=1. Product: [CH3:1][N:2]1[C:10]2[C:5](=[CH:6][C:7]([CH3:11])=[CH:8][CH:9]=2)[C:4]([C:12]([N:14]2[CH2:15][CH2:16][N:17]([C:20]3[N:21]=[CH:22][C:23]([C:26]([NH:35][CH2:36][C:37]4[CH:42]=[CH:41][N:40]=[CH:39][CH:38]=4)=[O:27])=[N:24][CH:25]=3)[CH2:18][CH2:19]2)=[O:13])=[C:3]1[C:29]1[CH:34]=[CH:33][CH:32]=[CH:31][CH:30]=1. The catalyst class is: 681. (3) Reactant: [OH:1][CH2:2][C@@H:3]1[C@@H:8]([OH:9])[C@H:7]([OH:10])[C@H:6]([OH:11])[C@@H:5]([C:12]2[CH:17]=[CH:16][CH:15]=[C:14]([C:18]#[C:19][C:20]#[C:21][C:22]3[CH:27]=[CH:26][CH:25]=[C:24]([C@@H:28]4[C@@H:33]([OH:34])[C@@H:32]([OH:35])[C@H:31]([OH:36])[C@@H:30]([CH2:37][OH:38])[O:29]4)[CH:23]=3)[CH:13]=2)[O:4]1. Product: [OH:38][CH2:37][C@@H:30]1[C@@H:31]([OH:36])[C@H:32]([OH:35])[C@H:33]([OH:34])[C@@H:28]([C:24]2[CH:25]=[CH:26][CH:27]=[C:22]([CH2:21][CH2:20][CH2:19][CH2:18][C:14]3[CH:15]=[CH:16][CH:17]=[C:12]([C@@H:5]4[C@@H:6]([OH:11])[C@@H:7]([OH:10])[C@H:8]([OH:9])[C@@H:3]([CH2:2][OH:1])[O:4]4)[CH:13]=3)[CH:23]=2)[O:29]1. The catalyst class is: 19.